This data is from Full USPTO retrosynthesis dataset with 1.9M reactions from patents (1976-2016). The task is: Predict the reactants needed to synthesize the given product. (1) Given the product [F:14][C:13]([F:16])([F:15])[CH:12]([OH:17])[CH2:11][O:1][C:2]1[CH:9]=[CH:8][C:5]([CH:6]=[O:7])=[CH:4][CH:3]=1, predict the reactants needed to synthesize it. The reactants are: [OH:1][C:2]1[CH:9]=[CH:8][C:5]([CH:6]=[O:7])=[CH:4][CH:3]=1.Br[CH2:11][CH:12]([OH:17])[C:13]([F:16])([F:15])[F:14]. (2) Given the product [N:1]1([C:12]2([C:18]#[N:17])[CH2:15][CH2:14][CH2:13]2)[CH2:5][CH2:7][O:8][CH2:9][CH2:6]1, predict the reactants needed to synthesize it. The reactants are: [N:1]1([C:6]2(C#N)[CH2:9][O:8][CH2:7]2)[CH2:5]CCC1.[C:12]1(=O)[CH2:15][CH2:14][CH2:13]1.[NH:17]1CCOC[CH2:18]1. (3) The reactants are: [Cl:1][C:2]1[CH:3]=[CH:4][C:5]([O:17][CH2:18][C:19]2[CH:24]=[CH:23][CH:22]=[CH:21][CH:20]=2)=[C:6]([CH2:8][C:9]2[S:10][CH:11]=[C:12]([C:14](O)=[O:15])[N:13]=2)[CH:7]=1.[N:25]1([O-])C2C=CC=CC=2N=N1.[NH4+].CN(C)CCCN=C=NCC.CN1CCOCC1. Given the product [Cl:1][C:2]1[CH:3]=[CH:4][C:5]([O:17][CH2:18][C:19]2[CH:24]=[CH:23][CH:22]=[CH:21][CH:20]=2)=[C:6]([CH2:8][C:9]2[S:10][CH:11]=[C:12]([C:14]([NH2:25])=[O:15])[N:13]=2)[CH:7]=1, predict the reactants needed to synthesize it.